From a dataset of Full USPTO retrosynthesis dataset with 1.9M reactions from patents (1976-2016). Predict the reactants needed to synthesize the given product. (1) Given the product [Cl:12][C:3]1[C:2]([C:19]([OH:20])([CH3:21])[CH3:18])=[C:7]([O:8][CH3:9])[N:6]=[C:5]([O:10][CH3:11])[N:4]=1, predict the reactants needed to synthesize it. The reactants are: Br[C:2]1[C:3]([Cl:12])=[N:4][C:5]([O:10][CH3:11])=[N:6][C:7]=1[O:8][CH3:9].C([Li])CCC.[CH3:18][C:19]([CH3:21])=[O:20]. (2) Given the product [O:1]1[C:5]2[CH:6]=[CH:7][CH:8]=[CH:9][C:4]=2[CH:3]=[C:2]1[CH:10]([C:33]1[S:34][CH:35]=[CH:36][C:37]=1[CH3:38])[NH:11][S:12]([C:15]1[CH:25]=[CH:24][C:18]2[O:19][CH2:20][CH2:21][CH2:22][O:23][C:17]=2[CH:16]=1)(=[O:13])=[O:14], predict the reactants needed to synthesize it. The reactants are: [O:1]1[C:5]2[CH:6]=[CH:7][CH:8]=[CH:9][C:4]=2[CH:3]=[C:2]1[CH:10]=[N:11][S:12]([C:15]1[CH:25]=[CH:24][C:18]2[O:19][CH2:20][CH2:21][CH2:22][O:23][C:17]=2[CH:16]=1)(=[O:14])=[O:13].O1CCCC1.Br[Mg][C:33]1[S:34][CH:35]=[CH:36][C:37]=1[CH3:38]. (3) Given the product [N:1]1[CH:6]=[CH:5][N:4]=[CH:3][C:2]=1[NH:7][C:8]([C@@H:10]1[CH2:13][CH2:12][NH:11]1)=[O:9], predict the reactants needed to synthesize it. The reactants are: [N:1]1[CH:6]=[CH:5][N:4]=[CH:3][C:2]=1[NH:7][C:8]([C@@H:10]1[CH2:13][CH2:12][N:11]1C(OC(C)(C)C)=O)=[O:9].C(O)(C(F)(F)F)=O. (4) Given the product [CH3:1][C:2]([CH2:19][C:17]([CH2:38][C:36]([OH:35])=[O:37])=[O:18])=[O:8], predict the reactants needed to synthesize it. The reactants are: [CH3:1]/[C:2](/[O:8][Si](C)(C)C)=N\[Si](C)(C)C.N1C=[CH:19][C:17](=[O:18])NC1=O.[Si](OS(C(F)(F)F)(=O)=O)(C)(C)C.CC[O:35][C:36]([CH3:38])=[O:37].